From a dataset of Forward reaction prediction with 1.9M reactions from USPTO patents (1976-2016). Predict the product of the given reaction. (1) Given the reactants [CH2:1]([C:5]1[O:6][C:7]([C:10]([OH:12])=O)=[CH:8][N:9]=1)[CH2:2][CH2:3][CH3:4].Cl.[O:14]1[CH2:18][CH2:17][CH:16]([CH2:19][NH2:20])[CH2:15]1.C(N(CC)CC)C.ON1C2C=CC=CC=2N=N1.Cl.C(N=C=NCCCN(C)C)C, predict the reaction product. The product is: [O:14]1[CH2:18][CH2:17][CH:16]([CH2:19][NH:20][C:10]([C:7]2[O:6][C:5]([CH2:1][CH2:2][CH2:3][CH3:4])=[N:9][CH:8]=2)=[O:12])[CH2:15]1. (2) Given the reactants [Li+].C[Si]([N-][Si](C)(C)C)(C)C.[CH3:11][C:12]1[N:13]=[CH:14][O:15][C:16]=1[C:17]1[CH:22]=[CH:21][CH:20]=[C:19]([C:23]([F:26])([F:25])[F:24])[CH:18]=1.[Cl:27]C(Cl)(Cl)C(Cl)(Cl)Cl, predict the reaction product. The product is: [Cl:27][C:14]1[O:15][C:16]([C:17]2[CH:22]=[CH:21][CH:20]=[C:19]([C:23]([F:26])([F:24])[F:25])[CH:18]=2)=[C:12]([CH3:11])[N:13]=1.